This data is from Reaction yield outcomes from USPTO patents with 853,638 reactions. The task is: Predict the reaction yield, written as a fraction of the theoretical maximum amount of product (1.0 means a 100% yield; for example, 0.34 means a 34% yield). The reactants are CS(O)(=O)=O.[NH2:6][CH2:7][C:8]1[CH:9]=[C:10]2[C:14](=[CH:15][CH:16]=1)[C:13](=[O:17])[N:12]([CH:18]1[CH2:23][CH2:22][C:21](=[O:24])[NH:20][C:19]1=[O:25])[CH2:11]2.C1N=CN([C:31](N2C=NC=C2)=[O:32])C=1.[NH:38]1[CH:42]=[CH:41][N:40]=[C:39]1[C:43]1[CH:48]=[CH:47][C:46]([NH2:49])=[CH:45][CH:44]=1.O. The yield is 0.300. The catalyst is CN(C=O)C.C(OCC)(=O)C. The product is [O:25]=[C:19]1[CH:18]([N:12]2[CH2:11][C:10]3[C:14](=[CH:15][CH:16]=[C:8]([CH2:7][NH:6][C:31]([NH:49][C:46]4[CH:47]=[CH:48][C:43]([C:39]5[NH:38][CH:42]=[CH:41][N:40]=5)=[CH:44][CH:45]=4)=[O:32])[CH:9]=3)[C:13]2=[O:17])[CH2:23][CH2:22][C:21](=[O:24])[NH:20]1.